This data is from Peptide-MHC class I binding affinity with 185,985 pairs from IEDB/IMGT. The task is: Regression. Given a peptide amino acid sequence and an MHC pseudo amino acid sequence, predict their binding affinity value. This is MHC class I binding data. The peptide sequence is FLRGRAYGL. The MHC is HLA-A31:01 with pseudo-sequence HLA-A31:01. The binding affinity (normalized) is 0.0688.